From a dataset of Reaction yield outcomes from USPTO patents with 853,638 reactions. Predict the reaction yield, written as a fraction of the theoretical maximum amount of product (1.0 means a 100% yield; for example, 0.34 means a 34% yield). (1) The reactants are C([O-])([O-])=O.[Na+].[Na+].[CH:7]1([C:13]2[C:21]3[C:16](=[CH:17][C:18]([C:22]([O:24][CH3:25])=[O:23])=[CH:19][CH:20]=3)[NH:15][C:14]=2B2OC(C)(C)C(C)(C)O2)[CH2:12][CH2:11][CH2:10][CH2:9][CH2:8]1.[CH2:35]([O:42][C:43]1[C:48](Br)=[CH:47][CH:46]=[CH:45][N:44]=1)[C:36]1[CH:41]=[CH:40][CH:39]=[CH:38][CH:37]=1.[Li+].[Cl-]. The catalyst is C(O)C.C1(C)C=CC=CC=1.C1C=CC([P]([Pd]([P](C2C=CC=CC=2)(C2C=CC=CC=2)C2C=CC=CC=2)([P](C2C=CC=CC=2)(C2C=CC=CC=2)C2C=CC=CC=2)[P](C2C=CC=CC=2)(C2C=CC=CC=2)C2C=CC=CC=2)(C2C=CC=CC=2)C2C=CC=CC=2)=CC=1. The product is [CH2:35]([O:42][C:43]1[C:48]([C:14]2[NH:15][C:16]3[C:21]([C:13]=2[CH:7]2[CH2:12][CH2:11][CH2:10][CH2:9][CH2:8]2)=[CH:20][CH:19]=[C:18]([C:22]([O:24][CH3:25])=[O:23])[CH:17]=3)=[CH:47][CH:46]=[CH:45][N:44]=1)[C:36]1[CH:41]=[CH:40][CH:39]=[CH:38][CH:37]=1. The yield is 0.700. (2) The reactants are C[O:2][C:3]([C:5]1[C:6]([C:24]2[CH:29]=[CH:28][C:27]([C:30](O)=[O:31])=[CH:26][CH:25]=2)=[CH:7][CH:8]=[C:9]([C:11]2[S:12][CH:13]=[C:14]([C:16]3[CH:21]=[CH:20][C:19]([Cl:22])=[C:18]([Cl:23])[CH:17]=3)[N:15]=2)[CH:10]=1)=[O:4].[F:33][C:34]([F:44])([F:43])[C:35]1[CH:36]=[C:37]([CH:40]=[CH:41][CH:42]=1)[CH2:38][NH2:39]. No catalyst specified. The product is [Cl:23][C:18]1[CH:17]=[C:16]([C:14]2[N:15]=[C:11]([C:9]3[CH:10]=[C:5]([C:3]([OH:2])=[O:4])[C:6]([C:24]4[CH:29]=[CH:28][C:27]([C:30](=[O:31])[NH:39][CH2:38][C:37]5[CH:40]=[CH:41][CH:42]=[C:35]([C:34]([F:33])([F:43])[F:44])[CH:36]=5)=[CH:26][CH:25]=4)=[CH:7][CH:8]=3)[S:12][CH:13]=2)[CH:21]=[CH:20][C:19]=1[Cl:22]. The yield is 0.410. (3) The reactants are [CH3:1][O:2][CH2:3][C:4](=[O:18])[C:5](=[N:10][NH:11][C:12]1[CH:17]=[CH:16][N:15]=[CH:14][CH:13]=1)[C:6]([O:8][CH3:9])=[O:7].[CH3:19]OC(OC)N(C)C. The catalyst is C1(C)C=CC=CC=1. The product is [CH3:1][O:2][C:3]1[C:4](=[O:18])[C:5]([C:6]([O:8][CH3:9])=[O:7])=[N:10][N:11]([C:12]2[CH:13]=[CH:14][N:15]=[CH:16][CH:17]=2)[CH:19]=1. The yield is 0.450. (4) The reactants are C([N:4]1[C:12]2[C:7](=[CH:8][CH:9]=[C:10]([NH:13][C:14]([C:16]3[C:25](=[O:26])[C:24]4[C:19](=[CH:20][CH:21]=[CH:22][CH:23]=4)[NH:18][CH:17]=3)=[O:15])[CH:11]=2)[CH2:6][CH2:5]1)(=O)C.[OH-].[Na+]. The catalyst is C(O)C. The product is [NH:4]1[C:12]2[C:7](=[CH:8][CH:9]=[C:10]([NH:13][C:14]([C:16]3[C:25](=[O:26])[C:24]4[C:19](=[CH:20][CH:21]=[CH:22][CH:23]=4)[NH:18][CH:17]=3)=[O:15])[CH:11]=2)[CH2:6][CH2:5]1. The yield is 0.200. (5) The reactants are [CH3:1][C:2]1[CH:7]=[CH:6][CH:5]=[C:4]([CH3:8])[C:3]=1[C:9]1[CH:19]=[CH:18][C:12]2[N:13]=[C:14]([NH2:17])[N:15]=[N:16][C:11]=2[CH:10]=1.S(=O)(=O)(O)N. The catalyst is NC1C=CC=CC=1. The product is [CH3:1][C:2]1[CH:7]=[CH:6][CH:5]=[C:4]([CH3:8])[C:3]=1[C:9]1[CH:19]=[CH:18][C:12]2[N:13]=[C:14]([NH:17][C:2]3[CH:7]=[CH:6][CH:5]=[CH:4][CH:3]=3)[N:15]=[N:16][C:11]=2[CH:10]=1. The yield is 0.320.